From a dataset of Forward reaction prediction with 1.9M reactions from USPTO patents (1976-2016). Predict the product of the given reaction. (1) Given the reactants Cl[C:2]1[C:7]([CH:8]([CH2:13][CH2:14][CH3:15])[C:9]([O:11][CH3:12])=[O:10])=[C:6]([CH3:16])[N:5]=[C:4]([C:17]2[CH:22]=[CH:21][CH:20]=[CH:19][CH:18]=2)[N:3]=1.C(N(CC)C(C)C)(C)C.CC1(C)C(C)(C)OB([C:40]2[CH:48]=[C:47]3[C:43]([CH2:44][C:45](=[O:49])[NH:46]3)=[CH:42][CH:41]=2)O1, predict the reaction product. The product is: [CH3:16][C:6]1[C:7]([CH:8]([CH2:13][CH2:14][CH3:15])[C:9]([O:11][CH3:12])=[O:10])=[C:2]([C:40]2[CH:48]=[C:47]3[C:43]([CH2:44][C:45](=[O:49])[NH:46]3)=[CH:42][CH:41]=2)[N:3]=[C:4]([C:17]2[CH:22]=[CH:21][CH:20]=[CH:19][CH:18]=2)[N:5]=1. (2) Given the reactants F[C:2]1[C:7]([C:8]2[N:13]=[C:12]([CH3:14])[N:11]=[C:10]([NH2:15])[N:9]=2)=[CH:6][CH:5]=[CH:4][N:3]=1.[NH2:16][C:17]1[CH:18]=[CH:19][C:20]([O:23][CH2:24][CH3:25])=[N:21][CH:22]=1.O1CCOCC1.Cl, predict the reaction product. The product is: [CH2:24]([O:23][C:20]1[N:21]=[CH:22][C:17]([NH:16][C:2]2[C:7]([C:8]3[N:13]=[C:12]([CH3:14])[N:11]=[C:10]([NH2:15])[N:9]=3)=[CH:6][CH:5]=[CH:4][N:3]=2)=[CH:18][CH:19]=1)[CH3:25]. (3) Given the reactants [BH4-].[Na+].CC([N:7]([CH2:11][C:12]1[CH:17]=[CH:16][CH:15]=[C:14]([CH2:18][N:19]2[C:27]3[C:22](=[C:23]([C:28](=[O:30])[CH3:29])[CH:24]=[CH:25][CH:26]=3)[C:21]([NH:31][S:32]([C:35]3[S:36][C:37]([Cl:40])=[CH:38][CH:39]=3)(=[O:34])=[O:33])=[N:20]2)[CH:13]=1)C(=O)[O-])(C)C.Cl.O1CCOCC1, predict the reaction product. The product is: [NH2:7][CH2:11][C:12]1[CH:13]=[C:14]([CH2:18][N:19]2[C:27]3[C:22](=[C:23]([CH:28]([OH:30])[CH3:29])[CH:24]=[CH:25][CH:26]=3)[C:21]([NH:31][S:32]([C:35]3[S:36][C:37]([Cl:40])=[CH:38][CH:39]=3)(=[O:34])=[O:33])=[N:20]2)[CH:15]=[CH:16][CH:17]=1. (4) Given the reactants CC1C=CC=CC=1P(C1C=CC=CC=1C)C1C=CC=CC=1C.CC([O-])(C)C.[Na+].[C:29]([O:33][C:34]([N:36]1[CH2:41][CH2:40][NH:39][C@@H:38]([CH:42]([CH3:44])[CH3:43])[CH2:37]1)=[O:35])([CH3:32])([CH3:31])[CH3:30].[CH2:45]([C:52]1[CH:57]=[CH:56][CH:55]=[C:54](Br)[CH:53]=1)[C:46]1[CH:51]=[CH:50][CH:49]=[CH:48][CH:47]=1, predict the reaction product. The product is: [C:29]([O:33][C:34]([N:36]1[CH2:41][CH2:40][N:39]([C:54]2[CH:55]=[CH:56][CH:57]=[C:52]([CH2:45][C:46]3[CH:51]=[CH:50][CH:49]=[CH:48][CH:47]=3)[CH:53]=2)[C@@H:38]([CH:42]([CH3:44])[CH3:43])[CH2:37]1)=[O:35])([CH3:32])([CH3:31])[CH3:30].